Dataset: Forward reaction prediction with 1.9M reactions from USPTO patents (1976-2016). Task: Predict the product of the given reaction. Given the reactants [Br:1][C:2]1[CH:6]=[N:5][NH:4][C:3]=1CO.[Si:9](Cl)([C:12]([CH3:15])([CH3:14])[CH3:13])(C)C.N1C=CN=[CH:18]1.C([O:24][CH2:25][CH3:26])C, predict the reaction product. The product is: [Br:1][C:2]1[CH:3]=[N:4][NH:5][C:6]=1[C:25]([CH3:26])([CH3:18])[O:24][SiH2:9][C:12]([CH3:15])([CH3:14])[CH3:13].